This data is from Peptide-MHC class I binding affinity with 185,985 pairs from IEDB/IMGT. The task is: Regression. Given a peptide amino acid sequence and an MHC pseudo amino acid sequence, predict their binding affinity value. This is MHC class I binding data. (1) The peptide sequence is KIIIVAVHV. The MHC is HLA-A02:02 with pseudo-sequence HLA-A02:02. The binding affinity (normalized) is 0.242. (2) The peptide sequence is EVSYFTNKRT. The MHC is HLA-A02:01 with pseudo-sequence HLA-A02:01. The binding affinity (normalized) is 0. (3) The peptide sequence is LDKGKLWHL. The MHC is HLA-A26:01 with pseudo-sequence HLA-A26:01. The binding affinity (normalized) is 0.0847. (4) The peptide sequence is VSSLWSIIWP. The MHC is HLA-B08:01 with pseudo-sequence HLA-B08:01. The binding affinity (normalized) is 0.0367. (5) The peptide sequence is QQSEARRML. The MHC is HLA-A31:01 with pseudo-sequence HLA-A31:01. The binding affinity (normalized) is 0.0975. (6) The peptide sequence is VGNVYVKF. The MHC is HLA-A23:01 with pseudo-sequence HLA-A23:01. The binding affinity (normalized) is 0.0852. (7) The peptide sequence is HLKCKVRMEK. The MHC is HLA-A03:01 with pseudo-sequence HLA-A03:01. The binding affinity (normalized) is 0.629. (8) The peptide sequence is VLKLRFWLI. The MHC is HLA-A29:02 with pseudo-sequence HLA-A29:02. The binding affinity (normalized) is 0.0847. (9) The peptide sequence is FHIVNQESL. The MHC is HLA-A02:01 with pseudo-sequence HLA-A02:01. The binding affinity (normalized) is 0.0847.